From a dataset of Reaction yield outcomes from USPTO patents with 853,638 reactions. Predict the reaction yield, written as a fraction of the theoretical maximum amount of product (1.0 means a 100% yield; for example, 0.34 means a 34% yield). (1) The reactants are [Cl:1][C:2]1[CH:7]=[C:6]([NH:8][C:9]2[N:17]=[C:16]3[C:12]([N:13]=[C:14]([CH3:24])[N:15]3[CH:18]3[CH2:23][CH2:22][O:21][CH2:20][CH2:19]3)=[C:11]([C:25]3[CH:30]=[CH:29][N:28]=[CH:27][CH:26]=3)[N:10]=2)[C:5]([NH2:31])=[CH:4][CH:3]=1.[CH3:32]OC(OC)OC.CS(O)(=O)=O. The catalyst is CO. The product is [Cl:1][C:2]1[CH:3]=[CH:4][C:5]2[N:31]=[CH:32][N:8]([C:9]3[N:17]=[C:16]4[C:12]([N:13]=[C:14]([CH3:24])[N:15]4[CH:18]4[CH2:23][CH2:22][O:21][CH2:20][CH2:19]4)=[C:11]([C:25]4[CH:26]=[CH:27][N:28]=[CH:29][CH:30]=4)[N:10]=3)[C:6]=2[CH:7]=1. The yield is 0.220. (2) The reactants are Br[C:2]1[CH:3]=[CH:4][C:5]2[C:9]3[CH:10]=[CH:11][CH:12]=[CH:13][C:8]=3[O:7][C:6]=2[CH:14]=1.[NH3:15]. The catalyst is C1COCC1. The product is [CH:4]1[C:5]2[C:9]3[CH:10]=[CH:11][CH:12]=[CH:13][C:8]=3[O:7][C:6]=2[CH:14]=[C:2]([NH2:15])[CH:3]=1. The yield is 0.810. (3) The reactants are [C:1]([O:5][C:6]([N:8]1[CH2:13][CH2:12][N:11]([C:14]2[C:19](Cl)=[N:18][CH:17]=[CH:16][N:15]=2)[CH:10]([CH3:21])[CH2:9]1)=[O:7])([CH3:4])([CH3:3])[CH3:2].[N:22]1[CH:27]=[CH:26][C:25]([CH2:28][OH:29])=[CH:24][CH:23]=1.C(C(CCC)[O-])(C)(C)C.[K+].C(O)(C)(C)C. The catalyst is O. The product is [C:1]([O:5][C:6]([N:8]1[CH2:13][CH2:12][N:11]([C:14]2[C:19]([O:29][CH2:28][C:25]3[CH:26]=[CH:27][N:22]=[CH:23][CH:24]=3)=[N:18][CH:17]=[CH:16][N:15]=2)[CH:10]([CH3:21])[CH2:9]1)=[O:7])([CH3:4])([CH3:3])[CH3:2]. The yield is 0.810.